This data is from Reaction yield outcomes from USPTO patents with 853,638 reactions. The task is: Predict the reaction yield, written as a fraction of the theoretical maximum amount of product (1.0 means a 100% yield; for example, 0.34 means a 34% yield). (1) The reactants are [C:1]([O:5][N:6]=[C:7]1[C:16]2[C:11](=[CH:12][CH:13]=[C:14]([C:17]#[C:18][CH2:19][O:20][CH3:21])[CH:15]=2)[O:10][C:9]([C:22]2[N:27]=[CH:26][N:25]3[CH:28]=[CH:29][CH:30]=[C:24]3[CH:23]=2)=[CH:8]1)([CH3:4])([CH3:3])[CH3:2].[H][H]. The catalyst is C(OCC)(=O)C.[Pt]. The product is [C:1]([O:5][N:6]=[C:7]1[C:16]2[C:11](=[CH:12][CH:13]=[C:14]([CH2:17][CH2:18][CH2:19][O:20][CH3:21])[CH:15]=2)[O:10][C:9]([C:22]2[N:27]=[CH:26][N:25]3[CH:28]=[CH:29][CH:30]=[C:24]3[CH:23]=2)=[CH:8]1)([CH3:4])([CH3:2])[CH3:3]. The yield is 0.600. (2) The reactants are [CH:1]([P:3](=[O:17])([CH:15]=[CH2:16])[C:4]1[CH:9]=[CH:8][C:7]([N+:10]([O-:12])=[O:11])=[C:6]([O:13][CH3:14])[CH:5]=1)=[CH2:2].Cl.[CH2:19]([NH2:21])[CH3:20].[OH-].[Na+].C(N)C. The catalyst is C1COCC1. The product is [CH2:19]([N:21]1[CH2:16][CH2:15][P:3](=[O:17])([C:4]2[CH:9]=[CH:8][C:7]([N+:10]([O-:12])=[O:11])=[C:6]([O:13][CH3:14])[CH:5]=2)[CH2:1][CH2:2]1)[CH3:20]. The yield is 0.460. (3) The reactants are [C:1]([C:4]1[CH:5]=[CH:6][C:7]([CH:13]2[CH2:18][CH2:17][CH2:16][CH:15]([NH:19]C(=O)OC(C)(C)C)[CH2:14]2)=[C:8]2[C:12]=1[NH:11][CH:10]=[CH:9]2)(=[O:3])[NH2:2]. The catalyst is CO.CO.Cl. The product is [NH2:19][CH:15]1[CH2:16][CH2:17][CH2:18][CH:13]([C:7]2[CH:6]=[CH:5][C:4]([C:1]([NH2:2])=[O:3])=[C:12]3[C:8]=2[CH:9]=[CH:10][NH:11]3)[CH2:14]1. The yield is 0.630.